Predict which catalyst facilitates the given reaction. From a dataset of Catalyst prediction with 721,799 reactions and 888 catalyst types from USPTO. (1) Reactant: Cl[C:2]1[C:11]([CH3:12])=[C:10]([Cl:13])[C:9]2[C:4](=[CH:5][C:6]([F:15])=[CH:7][C:8]=2[F:14])[N:3]=1.[CH3:16][N:17]1[C:25]2[C:20](=[C:21](B(O)O)[CH:22]=[CH:23][CH:24]=2)[CH:19]=[N:18]1.C(=O)([O-])[O-].[K+].[K+]. Product: [Cl:13][C:10]1[C:9]2[C:4](=[CH:5][C:6]([F:15])=[CH:7][C:8]=2[F:14])[N:3]=[C:2]([C:21]2[CH:22]=[CH:23][CH:24]=[C:25]3[C:20]=2[CH:19]=[N:18][N:17]3[CH3:16])[C:11]=1[CH3:12]. The catalyst class is: 11. (2) Reactant: I[C:2]1[CH:3]=[C:4]([CH:8]([O:18][CH:19]2[CH2:24][CH2:23][N:22]([CH3:25])[CH2:21][CH2:20]2)[C:9]2[S:10][C:11]3[CH:17]=[CH:16][CH:15]=[CH:14][C:12]=3[N:13]=2)[CH:5]=[CH:6][CH:7]=1.CC1C=NC2C(C=1C)=CC=C1C=2N=CC(C)=C1C.[C:44](=[O:47])([O-:46])[O-].[Cs+].[Cs+].[CH2:50]([OH:54])[CH2:51][CH2:52][OH:53]. Product: [S:10]1[C:11]2[CH:17]=[CH:16][CH:15]=[CH:14][C:12]=2[N:13]=[C:9]1[CH:8]([O:18][CH:19]1[CH2:24][CH2:23][N:22]([CH3:25])[CH2:21][CH2:20]1)[C:4]1[CH:3]=[C:2]([CH:7]=[CH:6][CH:5]=1)[O:53][CH2:52][CH2:51][CH2:50][OH:54].[C:19]([O-:18])(=[O:53])[C:44]([O-:46])=[O:47]. The catalyst class is: 509. (3) Reactant: [OH:1][C:2]1[CH:14]=[C:13]2[C:5]([C:6]3[C:7]([C:18]4[CH:23]=[CH:22][CH:21]=[C:20]([N:24]5[CH2:32][C:31]6[C:26](=[CH:27][C:28]([CH3:33])=[CH:29][CH:30]=6)[C:25]5=[O:34])[C:19]=4[CH3:35])=[CH:8][CH:9]=[C:10]([C:15]([NH2:17])=[O:16])[C:11]=3[NH:12]2)=[CH:4][CH:3]=1.C(=O)([O-])[O-].[K+].[K+].Br[CH2:43][CH2:44][O:45][CH3:46]. Product: [CH3:46][O:45][CH2:44][CH2:43][O:1][C:2]1[CH:14]=[C:13]2[C:5]([C:6]3[C:7]([C:18]4[CH:23]=[CH:22][CH:21]=[C:20]([N:24]5[CH2:32][C:31]6[C:26](=[CH:27][C:28]([CH3:33])=[CH:29][CH:30]=6)[C:25]5=[O:34])[C:19]=4[CH3:35])=[CH:8][CH:9]=[C:10]([C:15]([NH2:17])=[O:16])[C:11]=3[NH:12]2)=[CH:4][CH:3]=1. The catalyst class is: 3. (4) Reactant: [C:1]([O:6][CH3:7])(=[O:5])[C:2]([CH3:4])=O.COC(OC)[N:11]([CH3:13])C.Cl.[C:17]1([CH3:25])[CH:22]=[CH:21][CH:20]=[CH:19][C:18]=1[NH:23]N. Product: [CH3:25][C:17]1[CH:22]=[CH:21][CH:20]=[CH:19][C:18]=1[N:23]1[C:2]([C:1]([O:6][CH3:7])=[O:5])=[CH:4][CH:13]=[N:11]1. The catalyst class is: 15. (5) Reactant: C([O:4][C:5]1[N:6]=[C:7]([C:29]([O:31][CH2:32]C)=[O:30])[C:8]2[CH2:9][CH2:10][N:11]([CH2:20][C:21]3[CH:26]=[CH:25][C:24]([F:27])=[C:23]([Cl:28])[CH:22]=3)[C:12](=[O:19])[C:13]=2[C:14]=1[O:15]C(=O)C)(=O)C.C[O-].[Na+].Cl. Product: [Cl:28][C:23]1[CH:22]=[C:21]([CH:26]=[CH:25][C:24]=1[F:27])[CH2:20][N:11]1[CH2:10][CH2:9][C:8]2[C:7]([C:29]([O:31][CH3:32])=[O:30])=[N:6][C:5]([OH:4])=[C:14]([OH:15])[C:13]=2[C:12]1=[O:19]. The catalyst class is: 111. (6) Reactant: C([N-]C(C)C)(C)C.[Li+].[Cl:9][C:10]1[CH:15]=[C:14]([Cl:16])[CH:13]=[CH:12][C:11]=1[CH2:17][C:18]([O:20]CC)=O.[N:23]1[CH:28]=[CH:27][C:26](C(OCC)=O)=[CH:25][CH:24]=1. Product: [Cl:9][C:10]1[CH:15]=[C:14]([Cl:16])[CH:13]=[CH:12][C:11]=1[CH2:17][C:18]([C:26]1[CH:27]=[CH:28][N:23]=[CH:24][CH:25]=1)=[O:20]. The catalyst class is: 7.